From a dataset of Forward reaction prediction with 1.9M reactions from USPTO patents (1976-2016). Predict the product of the given reaction. (1) Given the reactants [Br:1][C:2]1[CH:3]=[C:4]([CH2:8][CH2:9][NH2:10])[CH:5]=[CH:6][CH:7]=1.[CH:11]1([CH:14]=O)[CH2:13][CH2:12]1, predict the reaction product. The product is: [Br:1][C:2]1[CH:3]=[C:4]([CH2:8][CH2:9][NH:10][CH2:14][CH:11]2[CH2:13][CH2:12]2)[CH:5]=[CH:6][CH:7]=1. (2) Given the reactants [CH2:1]([Mg]Cl)[CH3:2].[N+:5]([C:8]1[CH:16]=[CH:15][C:11]([C:12](Cl)=[O:13])=[CH:10][CH:9]=1)([O-:7])=[O:6].Cl, predict the reaction product. The product is: [N+:5]([C:8]1[CH:9]=[CH:10][C:11]([C:12](=[O:13])[CH2:1][CH3:2])=[CH:15][CH:16]=1)([O-:7])=[O:6].